From a dataset of Reaction yield outcomes from USPTO patents with 853,638 reactions. Predict the reaction yield, written as a fraction of the theoretical maximum amount of product (1.0 means a 100% yield; for example, 0.34 means a 34% yield). (1) The reactants are [OH-:1].[C:2]1(/[CH:8]=[CH:9]/B(O)O)[CH:7]=[CH:6][CH:5]=[CH:4][CH:3]=1. The catalyst is C1C=CC([P]([Pd]([P](C2C=CC=CC=2)(C2C=CC=CC=2)C2C=CC=CC=2)([P](C2C=CC=CC=2)(C2C=CC=CC=2)C2C=CC=CC=2)[P](C2C=CC=CC=2)(C2C=CC=CC=2)C2C=CC=CC=2)(C2C=CC=CC=2)C2C=CC=CC=2)=CC=1.O. The product is [CH:9](/[C:4]1[CH:5]=[CH:6][C:7]2[O:1][C:9]3[CH:4]=[CH:3][C:2](/[CH:9]=[CH:8]/[C:2]4[CH:7]=[CH:6][CH:5]=[CH:4][CH:3]=4)=[CH:7][C:8]=3[C:2]=2[CH:3]=1)=[CH:8]\[C:2]1[CH:7]=[CH:6][CH:5]=[CH:4][CH:3]=1. The yield is 0.710. (2) The reactants are Cl.[CH3:2][O:3][C:4](=[O:8])[C@H:5]([CH3:7])[NH2:6].CCN(CC)CC.[C:16](Cl)(=[O:23])[C:17]1[CH:22]=[CH:21][CH:20]=[N:19][CH:18]=1.C(OCC)(=O)C. The catalyst is C(#N)C.[Cl-].[Na+].O. The product is [CH3:2][O:3][C:4](=[O:8])[CH:5]([NH:6][C:16]([C:17]1[CH:18]=[N:19][CH:20]=[CH:21][CH:22]=1)=[O:23])[CH3:7]. The yield is 0.690. (3) The reactants are [O:1]([C:8]1[CH:13]=[CH:12][C:11]([N:14]2[C:18](OS(C(F)(F)F)(=O)=O)=[CH:17][C:16]([C:27]([O:29][CH2:30][CH3:31])=[O:28])=[N:15]2)=[CH:10][CH:9]=1)[C:2]1[CH:7]=[CH:6][CH:5]=[CH:4][CH:3]=1.C([O-])([O-])=O.[K+].[K+].C(C1C(C2C=CC(OC3C=CC=CC=3)=CC=2)=CC([CH:60]2[CH2:65][CH2:64][N:63]([C:66]([O:68][C:69]([CH3:72])([CH3:71])[CH3:70])=[O:67])[CH2:62][CH2:61]2)=CC=1)(=O)N. The catalyst is O1CCOCC1.O.C1C=CC(P(C2C=CC=CC=2)[C-]2C=CC=C2)=CC=1.C1C=CC(P(C2C=CC=CC=2)[C-]2C=CC=C2)=CC=1.Cl[Pd]Cl.[Fe+2]. The product is [C:69]([O:68][C:66]([N:63]1[CH2:64][CH2:65][C:60]([C:18]2[N:14]([C:11]3[CH:12]=[CH:13][C:8]([O:1][C:2]4[CH:7]=[CH:6][CH:5]=[CH:4][CH:3]=4)=[CH:9][CH:10]=3)[N:15]=[C:16]([C:27]([O:29][CH2:30][CH3:31])=[O:28])[CH:17]=2)=[CH:61][CH2:62]1)=[O:67])([CH3:72])([CH3:70])[CH3:71]. The yield is 0.420.